Dataset: Catalyst prediction with 721,799 reactions and 888 catalyst types from USPTO. Task: Predict which catalyst facilitates the given reaction. (1) Reactant: Br[C:2]1[CH:3]=[CH:4][C:5]2[O:9][CH:8]=[CH:7][C:6]=2[CH:10]=1.[Li]CCCC.CCCCCC.[CH3:22][C:23](N(C)C)=[O:24]. Product: [O:9]1[C:5]2[CH:4]=[CH:3][C:2]([C:23](=[O:24])[CH3:22])=[CH:10][C:6]=2[CH:7]=[CH:8]1. The catalyst class is: 7. (2) Reactant: [Cl:1][C:2]1[CH:33]=[CH:32][CH:31]=[CH:30][C:3]=1[CH2:4][N:5]([CH3:29])[C:6]([C:8]1[N:9]=[N:10][N:11]([CH2:14][C:15]2[CH:20]=[C:19]([C:21]([F:24])([F:23])[F:22])[CH:18]=[C:17]([C:25]([F:28])([F:27])[F:26])[CH:16]=2)[C:12]=1Cl)=[O:7].[NH:34]1[CH2:39][CH2:38][CH2:37][CH2:36][CH2:35]1. The catalyst class is: 25. Product: [Cl:1][C:2]1[CH:33]=[CH:32][CH:31]=[CH:30][C:3]=1[CH2:4][N:5]([CH3:29])[C:6]([C:8]1[N:9]=[N:10][N:11]([CH2:14][C:15]2[CH:16]=[C:17]([C:25]([F:26])([F:27])[F:28])[CH:18]=[C:19]([C:21]([F:22])([F:23])[F:24])[CH:20]=2)[C:12]=1[N:34]1[CH2:39][CH2:38][CH2:37][CH2:36][CH2:35]1)=[O:7]. (3) Reactant: [Cl:1][C:2]1[CH:3]=[CH:4][CH:5]=[C:6]2[C:11]=1[N:10]=[C:9]([C:12]1[CH:17]=[CH:16][CH:15]=[CH:14][C:13]=1[F:18])[C:8]([CH2:19]Cl)=[CH:7]2.[N-:21]=[N+:22]=[N-:23].[Na+]. Product: [N:21]([CH2:19][C:8]1[C:9]([C:12]2[CH:17]=[CH:16][CH:15]=[CH:14][C:13]=2[F:18])=[N:10][C:11]2[C:6]([CH:7]=1)=[CH:5][CH:4]=[CH:3][C:2]=2[Cl:1])=[N+:22]=[N-:23]. The catalyst class is: 3. (4) Reactant: C1C(=O)N(Cl)C(=O)C1.[OH:9][N:10]=[CH:11][C:12]1[CH:27]=[CH:26][C:15]([CH2:16][N:17]([CH3:25])[C:18](=[O:24])[O:19][C:20]([CH3:23])([CH3:22])[CH3:21])=[CH:14][CH:13]=1.[C:28]([C:30]1[CH:35]=[N:34][CH:33]=[C:32]([C:36]2[CH:41]=[CH:40][C:39]([S:42]([CH:45]([CH3:47])[CH3:46])(=[O:44])=[O:43])=[CH:38][CH:37]=2)[N:31]=1)#[CH:29].CCN(CC)CC. Product: [CH:45]([S:42]([C:39]1[CH:38]=[CH:37][C:36]([C:32]2[N:31]=[C:30]([C:28]3[O:9][N:10]=[C:11]([C:12]4[CH:13]=[CH:14][C:15]([CH2:16][N:17]([CH3:25])[C:18](=[O:24])[O:19][C:20]([CH3:21])([CH3:22])[CH3:23])=[CH:26][CH:27]=4)[CH:29]=3)[CH:35]=[N:34][CH:33]=2)=[CH:41][CH:40]=1)(=[O:43])=[O:44])([CH3:47])[CH3:46]. The catalyst class is: 173. (5) Reactant: [Cl:1][C:2]1[CH:3]=[CH:4][C:5]([F:37])=[C:6]([C:8]2[CH:13]=[CH:12][C:11]([CH2:14][N:15]([CH2:31][C@@H:32]([OH:36])[C:33]([OH:35])=[O:34])[NH:16][C:17]([C:19]3[NH:23][C:22](=[O:24])[N:21]([C:25]4[CH:30]=[CH:29][CH:28]=[CH:27][CH:26]=4)[N:20]=3)=[O:18])=[CH:10][CH:9]=2)[CH:7]=1.[C:38]([O:41][CH2:42]Br)(=[O:40])[CH3:39].[Na+].[I-].CC1C=CC=C(C)N=1. Product: [C:38]([O:41][CH2:42][O:34][C:33](=[O:35])[C@H:32]([OH:36])[CH2:31][N:15]([CH2:14][C:11]1[CH:10]=[CH:9][C:8]([C:6]2[CH:7]=[C:2]([Cl:1])[CH:3]=[CH:4][C:5]=2[F:37])=[CH:13][CH:12]=1)[NH:16][C:17]([C:19]1[NH:23][C:22](=[O:24])[N:21]([C:25]2[CH:30]=[CH:29][CH:28]=[CH:27][CH:26]=2)[N:20]=1)=[O:18])(=[O:40])[CH3:39]. The catalyst class is: 18. (6) Reactant: Cl[C:2]1[CH:7]=[C:6]([C:8]#[N:9])[CH:5]=[CH:4][N:3]=1.[C:10]([Si:14]([CH3:24])([CH3:23])[O:15][CH2:16][CH2:17][C:18]1[CH:19]=[N:20][NH:21][CH:22]=1)([CH3:13])([CH3:12])[CH3:11].O. Product: [Si:14]([O:15][CH2:16][CH2:17][C:18]1[CH:22]=[N:21][N:20]([C:2]2[CH:7]=[C:6]([C:8]#[N:9])[CH:5]=[CH:4][N:3]=2)[CH:19]=1)([C:10]([CH3:11])([CH3:13])[CH3:12])([CH3:23])[CH3:24]. The catalyst class is: 37.